Dataset: Forward reaction prediction with 1.9M reactions from USPTO patents (1976-2016). Task: Predict the product of the given reaction. (1) The product is: [C:27]1(=[O:41])[N:28]([CH2:29][C:30]([N:32]([C:34]2[CH:40]=[CH:39][C:37]([NH:38]/[C:4](=[C:11]3\[C:12](=[O:23])[NH:13][C:14]4[C:19]\3=[CH:18][C:17]([N+:20]([O-:22])=[O:21])=[CH:16][CH:15]=4)/[C:5]3[CH:6]=[CH:7][CH:8]=[CH:9][CH:10]=3)=[CH:36][CH:35]=2)[CH3:33])=[O:31])[C:24](=[O:46])[C:25]2=[CH:45][CH:44]=[CH:43][CH:42]=[C:26]12. Given the reactants C(O[C:4](=[C:11]1[C:19]2[C:14](=[CH:15][CH:16]=[C:17]([N+:20]([O-:22])=[O:21])[CH:18]=2)[NH:13][C:12]1=[O:23])[C:5]1[CH:10]=[CH:9][CH:8]=[CH:7][CH:6]=1)C.[C:24]1(=[O:46])[N:28]([CH2:29][C:30]([N:32]([C:34]2[CH:40]=[CH:39][C:37]([NH2:38])=[CH:36][CH:35]=2)[CH3:33])=[O:31])[C:27](=[O:41])[C:26]2=[CH:42][CH:43]=[CH:44][CH:45]=[C:25]12, predict the reaction product. (2) Given the reactants CC(C[AlH]CC(C)C)C.[N+:10]([C:13]1[CH:22]=[C:21]2[C:16]([CH:17]=[C:18]([C:28](OC)=[O:29])[C:19]([C:23]3[CH:27]=[CH:26][S:25][CH:24]=3)=[N:20]2)=[CH:15][CH:14]=1)([O-:12])=[O:11].C(Cl)Cl.Cl, predict the reaction product. The product is: [N+:10]([C:13]1[CH:22]=[C:21]2[C:16]([CH:17]=[C:18]([CH2:28][OH:29])[C:19]([C:23]3[CH:27]=[CH:26][S:25][CH:24]=3)=[N:20]2)=[CH:15][CH:14]=1)([O-:12])=[O:11]. (3) The product is: [CH:1]1([CH2:4][CH:5]=[CH:6][CH2:7][CH2:8][CH:9]2[CH2:13][O:12][C:11]([CH3:15])([CH3:14])[O:10]2)[CH2:3][CH2:2]1. Given the reactants [CH:1]1([CH2:4][C:5]#[C:6][CH2:7][CH2:8][CH:9]2[CH2:13][O:12][C:11]([CH3:15])([CH3:14])[O:10]2)[CH2:3][CH2:2]1.N1C2C(=CC=CC=2)C=CC=1, predict the reaction product. (4) Given the reactants [NH2:1][CH2:2][CH2:3][CH2:4][CH2:5][C:6]#[C:7][C:8]1[CH:13]=[CH:12][C:11]([CH:14]([CH3:23])[CH2:15][NH:16][S:17]([CH:20]([CH3:22])[CH3:21])(=[O:19])=[O:18])=[CH:10][CH:9]=1.CCN(CC)CC.[CH3:31][S:32](Cl)(=[O:34])=[O:33], predict the reaction product. The product is: [CH3:23][CH:14]([C:11]1[CH:10]=[CH:9][C:8]([C:7]#[C:6][CH2:5][CH2:4][CH2:3][CH2:2][NH:1][S:32]([CH3:31])(=[O:34])=[O:33])=[CH:13][CH:12]=1)[CH2:15][NH:16][S:17]([CH:20]([CH3:22])[CH3:21])(=[O:19])=[O:18]. (5) Given the reactants [Cl:1][C:2]1[CH:7]=[C:6]2[NH:8][C:9](=[O:41])[C@@:10]3([C@H:14]([CH:15]=[C:16]([CH3:18])[CH3:17])[NH:13][C@@H:12]([C:19]([NH:21][C:22]4[CH:30]=[CH:29][C:25]([C:26]([OH:28])=O)=[CH:24][C:23]=4[O:31][CH3:32])=[O:20])[C@@H:11]3[C:33]3[CH:38]=[CH:37][CH:36]=[C:35]([Cl:39])[C:34]=3[F:40])[C:5]2=[CH:4][CH:3]=1.[NH:42]=C=N.N, predict the reaction product. The product is: [C:26]([C:25]1[CH:29]=[CH:30][C:22]([NH:21][C:19]([CH:12]2[CH:11]([C:33]3[CH:38]=[CH:37][CH:36]=[C:35]([Cl:39])[C:34]=3[F:40])[C:10]3([C:5]4[C:6](=[CH:7][C:2]([Cl:1])=[CH:3][CH:4]=4)[NH:8][C:9]3=[O:41])[CH:14]([CH:15]=[C:16]([CH3:17])[CH3:18])[NH:13]2)=[O:20])=[C:23]([O:31][CH3:32])[CH:24]=1)(=[O:28])[NH2:42]. (6) The product is: [F:8][C:6]1[CH:5]=[CH:4][C:3]([O:9][CH3:10])=[C:2]([Cl:1])[C:7]=1[Si:22]([CH3:25])([CH3:24])[CH3:21]. Given the reactants [Cl:1][C:2]1[CH:7]=[C:6]([F:8])[CH:5]=[CH:4][C:3]=1[O:9][CH3:10].[Li]C(C)(C)C.CCCCC.[CH3:21][Si:22]([CH3:25])([CH3:24])Cl.C(=O)(O)[O-].[Na+], predict the reaction product.